Dataset: Catalyst prediction with 721,799 reactions and 888 catalyst types from USPTO. Task: Predict which catalyst facilitates the given reaction. Reactant: [CH3:1][S:2]([CH2:5][C:6]1[CH:7]=[C:8]([CH:10]=[CH:11][CH:12]=1)[NH2:9])(=[O:4])=[O:3].C(N(C(C)C)CC)(C)C.[Cl:22][C:23]1[N:28]=[C:27](Cl)[N:26]=[CH:25][N:24]=1. Product: [Cl:22][C:23]1[N:28]=[CH:27][N:26]=[C:25]([NH:9][C:8]2[CH:10]=[CH:11][CH:12]=[C:6]([CH2:5][S:2]([CH3:1])(=[O:3])=[O:4])[CH:7]=2)[N:24]=1. The catalyst class is: 10.